From a dataset of Reaction yield outcomes from USPTO patents with 853,638 reactions. Predict the reaction yield, written as a fraction of the theoretical maximum amount of product (1.0 means a 100% yield; for example, 0.34 means a 34% yield). (1) The reactants are Cl[C:2]1[N:7]=[CH:6][C:5]([N+:8]([O-:10])=[O:9])=[CH:4][N:3]=1.[F:11][C:12]([F:19])([F:18])[C:13]1[CH:14]=[N:15][NH:16][CH:17]=1.C(=O)([O-])[O-].[K+].[K+]. The catalyst is C(#N)C. The product is [N+:8]([C:5]1[CH:4]=[N:3][C:2]([N:15]2[CH:14]=[C:13]([C:12]([F:19])([F:18])[F:11])[CH:17]=[N:16]2)=[N:7][CH:6]=1)([O-:10])=[O:9]. The yield is 0.620. (2) The reactants are C(OC([N:8]1[CH2:12][CH2:11][CH2:10][C@@H:9]1[CH2:13][O:14][C:15]1[CH:20]=[CH:19][C:18]([C:21](=[O:29])[C:22]2[CH:27]=[CH:26][C:25]([I:28])=[CH:24][CH:23]=2)=[CH:17][CH:16]=1)=O)(C)(C)C.Cl.CCOCC. The catalyst is O1CCOCC1. The product is [I:28][C:25]1[CH:26]=[CH:27][C:22]([C:21]([C:18]2[CH:19]=[CH:20][C:15]([O:14][CH2:13][C@H:9]3[CH2:10][CH2:11][CH2:12][NH:8]3)=[CH:16][CH:17]=2)=[O:29])=[CH:23][CH:24]=1. The yield is 0.800. (3) The reactants are [C:1]([CH2:3][C:4]([O:6][CH2:7][CH3:8])=[O:5])#[N:2].[H-].[Na+].Cl[C:12]1[CH:17]=[CH:16][C:15]([O:18][CH3:19])=[CH:14][C:13]=1[N+:20]([O-:22])=[O:21]. The catalyst is CN(C=O)C.[F-].[Cs+]. The product is [CH2:7]([O:6][C:4](=[O:5])[CH:3]([C:1]#[N:2])[C:12]1[CH:17]=[CH:16][C:15]([O:18][CH3:19])=[CH:14][C:13]=1[N+:20]([O-:22])=[O:21])[CH3:8]. The yield is 0.870. (4) The reactants are [F:1][C:2]1[CH:23]=[CH:22][C:5]2[N:6]([CH2:9][C:10]3[CH:21]=[CH:20][C:13]4[N:14]=[C:15](S(C)=O)[S:16][C:12]=4[CH:11]=3)[CH:7]=[N:8][C:4]=2[CH:3]=1.[NH2:24][C@@H:25]1[CH2:30][CH2:29][CH2:28][CH2:27][C@H:26]1[OH:31].CCN(C(C)C)C(C)C.CN1C(=O)CCC1. The catalyst is CCOC(C)=O. The product is [F:1][C:2]1[CH:23]=[CH:22][C:5]2[N:6]([CH2:9][C:10]3[CH:21]=[CH:20][C:13]4[N:14]=[C:15]([NH:24][C@@H:25]5[CH2:30][CH2:29][CH2:28][CH2:27][C@H:26]5[OH:31])[S:16][C:12]=4[CH:11]=3)[CH:7]=[N:8][C:4]=2[CH:3]=1. The yield is 0.330.